This data is from Full USPTO retrosynthesis dataset with 1.9M reactions from patents (1976-2016). The task is: Predict the reactants needed to synthesize the given product. (1) Given the product [CH2:9]1[O:8][C:5]2[CH:6]=[CH:7][C:2]([NH:17][CH2:11][C:12]3[O:16][CH:15]=[CH:14][CH:13]=3)=[CH:3][C:4]=2[O:10]1, predict the reactants needed to synthesize it. The reactants are: Br[C:2]1[CH:7]=[CH:6][C:5]2[O:8][CH2:9][O:10][C:4]=2[CH:3]=1.[CH2:11]([NH:17]C1C=CC=CC=1)[C:12]1[O:16][CH:15]=[CH:14][CH:13]=1. (2) Given the product [N:16]1[C:11]2[CH2:12][CH2:13][CH2:14][C:10]=2[C:8]([OH:9])=[N:19][C:17]=1[OH:18], predict the reactants needed to synthesize it. The reactants are: Cl[Si](C)(C)C.CO[C:8]([CH:10]1[CH2:14][CH2:13][CH2:12][C:11]1=O)=[O:9].[NH2:16][C:17]([NH2:19])=[O:18].[OH-].[Na+].Cl. (3) Given the product [NH2:1][CH2:2][C@@H:3]([N:11]([CH3:19])[C:12](=[O:18])[O:13][C:14]([CH3:15])([CH3:17])[CH3:16])[CH2:4][CH:5]1[CH2:6][CH2:7][O:8][CH2:9][CH2:10]1, predict the reactants needed to synthesize it. The reactants are: [NH2:1][C:2](=O)[C@@H:3]([N:11]([CH3:19])[C:12](=[O:18])[O:13][C:14]([CH3:17])([CH3:16])[CH3:15])[CH2:4][CH:5]1[CH2:10][CH2:9][O:8][CH2:7][CH2:6]1.CSC.B.OS([O-])(=O)=O.[K+].[OH-].[Na+]. (4) Given the product [CH2:1]([O:8][C:9]([N:11]1[CH2:18][C@@H:17]2[C@@:13]([NH:20][C:21]([O:23][C:24]([CH3:27])([CH3:26])[CH3:25])=[O:22])([CH2:14][C:15]3([CH2:16]2)[CH2:30][CH2:19]3)[CH2:12]1)=[O:10])[C:2]1[CH:3]=[CH:4][CH:5]=[CH:6][CH:7]=1, predict the reactants needed to synthesize it. The reactants are: [CH2:1]([O:8][C:9]([N:11]1[CH2:18][C@@H:17]2[C@@:13]([NH:20][C:21]([O:23][C:24]([CH3:27])([CH3:26])[CH3:25])=[O:22])([CH2:14][C:15](=[CH2:19])[CH2:16]2)[CH2:12]1)=[O:10])[C:2]1[CH:7]=[CH:6][CH:5]=[CH:4][CH:3]=1.[N+](=[CH2:30])=[N-]. (5) Given the product [CH2:12]([O:14][C:15]([C:17]1[N:18]=[CH:19][N:20]([C:22]2[CH:30]=[C:29]3[C:28](=[CH:24][CH:23]=2)[N:27]([CH:31]([CH3:32])[CH3:33])[CH:26]=[C:2]3[CH:1]=[O:5])[CH:21]=1)=[O:16])[CH3:13], predict the reactants needed to synthesize it. The reactants are: [C:1](Cl)(=[O:5])[C:2](Cl)=O.CN(C)C=O.[CH2:12]([O:14][C:15]([C:17]1[N:18]=[CH:19][N:20]([C:22]2[CH:23]=[C:24]3[C:28](=[CH:29][CH:30]=2)[N:27]([CH:31]([CH3:33])[CH3:32])[CH:26]=C3)[CH:21]=1)=[O:16])[CH3:13]. (6) Given the product [CH2:34]([N:1]1[C:5]2[CH:6]=[CH:7][CH:8]=[CH:9][C:4]=2[N:3]=[C:2]1[C:10]([F:24])([F:23])[C:11]([C:14]1[N:18]([CH2:54][CH2:55][CH2:56][CH3:57])[C:17]2[CH:19]=[CH:20][CH:21]=[CH:22][C:16]=2[N:15]=1)([F:13])[F:12])[CH2:29][CH2:30][CH3:31], predict the reactants needed to synthesize it. The reactants are: [N:1]1[C:5]2[CH:6]=[CH:7][CH:8]=[CH:9][C:4]=2[NH:3][C:2]=1[C:10]([F:24])([F:23])[C:11]([C:14]1[NH:15][C:16]2[CH:22]=[CH:21][CH:20]=[CH:19][C:17]=2[N:18]=1)([F:13])[F:12].[H-].[Na+].CO[C:29]1[CH:34]=CC2N=C(C(O)C(O)C3N[C:30]4[CH:31]=C(OC)C=[CH:34][C:29]=4N=3)N[C:31]=2[CH:30]=1.I[CH2:54][CH2:55][CH2:56][CH3:57].